This data is from Retrosynthesis with 50K atom-mapped reactions and 10 reaction types from USPTO. The task is: Predict the reactants needed to synthesize the given product. Given the product COc1cc(Cl)c(I)cc1NCC(=O)O, predict the reactants needed to synthesize it. The reactants are: CCOC(=O)CNc1cc(I)c(Cl)cc1OC.